Dataset: Peptide-MHC class II binding affinity with 134,281 pairs from IEDB. Task: Regression. Given a peptide amino acid sequence and an MHC pseudo amino acid sequence, predict their binding affinity value. This is MHC class II binding data. (1) The peptide sequence is TYTEHAKRKTVTAMDVVYALKRQG. The MHC is H-2-IAs with pseudo-sequence H-2-IAs. The binding affinity (normalized) is 0.341. (2) The peptide sequence is KLRSAGELELQFRRV. The MHC is DRB1_1101 with pseudo-sequence DRB1_1101. The binding affinity (normalized) is 0.338. (3) The binding affinity (normalized) is 0.437. The MHC is DRB4_0101 with pseudo-sequence DRB4_0103. The peptide sequence is VKVLCPYMPKVIEKMELL.